This data is from Catalyst prediction with 721,799 reactions and 888 catalyst types from USPTO. The task is: Predict which catalyst facilitates the given reaction. (1) Reactant: [F-].C([N+](CCCC)(CCCC)CCCC)CCC.CO.[Cl:21][C:22]1[CH:27]=[CH:26][C:25]([CH:28]2[CH:32]([C:33]3[CH:38]=[CH:37][C:36]([Cl:39])=[CH:35][CH:34]=3)[NH:31][C:30]([C:40]3[CH:45]=[CH:44][C:43]([C:46]#[C:47][Si](C)(C)C)=[CH:42][C:41]=3[O:52][CH2:53][CH3:54])=[N:29]2)=[CH:24][CH:23]=1.[Cl-].[NH4+]. Product: [Cl:21][C:22]1[CH:23]=[CH:24][C:25]([CH:28]2[CH:32]([C:33]3[CH:34]=[CH:35][C:36]([Cl:39])=[CH:37][CH:38]=3)[NH:31][C:30]([C:40]3[CH:45]=[CH:44][C:43]([C:46]#[CH:47])=[CH:42][C:41]=3[O:52][CH2:53][CH3:54])=[N:29]2)=[CH:26][CH:27]=1. The catalyst class is: 7. (2) Reactant: C([N-]C(C)C)(C)C.[Li+].[C:9]([O:13][C:14]([N:16]1[CH2:21][CH2:20][CH2:19][C:18](=[O:22])[CH2:17]1)=[O:15])([CH3:12])([CH3:11])[CH3:10].[F:23][C:24]([F:31])([F:30])[C:25](OCC)=[O:26]. Product: [C:9]([O:13][C:14]([N:16]1[CH2:21][CH2:20][CH:19]([C:25](=[O:26])[C:24]([F:31])([F:30])[F:23])[C:18](=[O:22])[CH2:17]1)=[O:15])([CH3:12])([CH3:10])[CH3:11]. The catalyst class is: 1. (3) Reactant: [OH-].[Li+].C[O:4][C:5]([C:7]1[C:8]2[CH:16]=[CH:15][NH:14][C:9]=2[N:10]=[C:11]([Cl:13])[CH:12]=1)=[O:6].Cl. The catalyst class is: 5. Product: [Cl:13][C:11]1[CH:12]=[C:7]([C:5]([OH:6])=[O:4])[C:8]2[CH:16]=[CH:15][NH:14][C:9]=2[N:10]=1. (4) Reactant: FC(F)(F)C(O)=O.[CH3:8][O:9][C:10]1[CH:11]=[C:12](/[CH:22]=[CH:23]/[C:24]2[N:45]=[C:27]3[CH:28]([CH:32]4[CH2:37][CH2:36][N:35](C(OC(C)(C)C)=O)[CH2:34][CH2:33]4)[CH2:29][CH2:30][CH2:31][N:26]3[N:25]=2)[CH:13]=[CH:14][C:15]=1[N:16]1[CH:20]=[C:19]([CH3:21])[N:18]=[CH:17]1.C(=O)(O)[O-].[Na+].C(OCC)(=O)C. Product: [CH3:8][O:9][C:10]1[CH:11]=[C:12](/[CH:22]=[CH:23]/[C:24]2[N:45]=[C:27]3[CH:28]([CH:32]4[CH2:33][CH2:34][NH:35][CH2:36][CH2:37]4)[CH2:29][CH2:30][CH2:31][N:26]3[N:25]=2)[CH:13]=[CH:14][C:15]=1[N:16]1[CH:20]=[C:19]([CH3:21])[N:18]=[CH:17]1. The catalyst class is: 2. (5) Reactant: [Cl:1][C:2]1[CH:7]=[CH:6][CH:5]=[C:4]([CH3:8])[C:3]=1[C:9]1[NH:13][C:12](=[O:14])[N:11]([C:15]2[CH:24]=[CH:23][C:18]([C:19]([O:21]C)=O)=[C:17]([O:25][CH3:26])[CH:16]=2)[N:10]=1.[F:27][C:28]([F:37])([F:36])[C:29]1[CH:30]=[C:31]([CH:33]=[CH:34][CH:35]=1)[NH2:32].C[Al](C)C. Product: [Cl:1][C:2]1[CH:7]=[CH:6][CH:5]=[C:4]([CH3:8])[C:3]=1[C:9]1[NH:13][C:12](=[O:14])[N:11]([C:15]2[CH:24]=[CH:23][C:18]([C:19]([NH:32][C:31]3[CH:33]=[CH:34][CH:35]=[C:29]([C:28]([F:27])([F:36])[F:37])[CH:30]=3)=[O:21])=[C:17]([O:25][CH3:26])[CH:16]=2)[N:10]=1. The catalyst class is: 11. (6) Reactant: [F:1][C:2]1[CH:3]=[C:4]([CH:15]=[C:16]([N+:18]([O-])=O)[CH:17]=1)[O:5][C@@H:6]1[CH2:11][CH2:10][CH2:9][N:8]([C:12](=[O:14])[CH3:13])[CH2:7]1.FC1C=C(C=C(F)C=1)O[C@@H]1CCCN(C(=O)C)C1.C([O-])=O.[NH4+].CC(C)=O. Product: [NH2:18][C:16]1[CH:15]=[C:4]([CH:3]=[C:2]([F:1])[CH:17]=1)[O:5][C@@H:6]1[CH2:11][CH2:10][CH2:9][N:8]([C:12](=[O:14])[CH3:13])[CH2:7]1. The catalyst class is: 24. (7) Reactant: [CH3:1][C:2]1([CH3:9])[NH:6][C:5](=[O:7])[C@@H:4]([CH3:8])[O:3]1.F[B-](F)(F)F.[C:15](=O)([O-])[O-].[Na+].[Na+]. Product: [CH3:15][O:7][C:5]1[C@@H:4]([CH3:8])[O:3][C:2]([CH3:9])([CH3:1])[N:6]=1. The catalyst class is: 4.